This data is from Catalyst prediction with 721,799 reactions and 888 catalyst types from USPTO. The task is: Predict which catalyst facilitates the given reaction. (1) Reactant: [CH3:1][O:2][C:3]1[CH:8]=[C:7]([O:9][CH3:10])[N:6]=[C:5]([N:11]2[C:20](=[O:21])[C:19]3[C:14](=[CH:15][C:16]([C:22](O)=[O:23])=[CH:17][CH:18]=3)[NH:13][C:12]2=[S:25])[N:4]=1.[C:26]([NH:29][C:30]1[CH:37]=[CH:36][C:33]([CH2:34][NH2:35])=[CH:32][CH:31]=1)(=[O:28])[CH3:27].CCN(C(C)C)C(C)C.CN(C(ON1N=NC2C=CC=NC1=2)=[N+](C)C)C.F[P-](F)(F)(F)(F)F. Product: [C:26]([NH:29][C:30]1[CH:37]=[CH:36][C:33]([CH2:34][NH:35][C:22]([C:16]2[CH:15]=[C:14]3[C:19]([C:20](=[O:21])[N:11]([C:5]4[N:6]=[C:7]([O:9][CH3:10])[CH:8]=[C:3]([O:2][CH3:1])[N:4]=4)[C:12](=[S:25])[NH:13]3)=[CH:18][CH:17]=2)=[O:23])=[CH:32][CH:31]=1)(=[O:28])[CH3:27]. The catalyst class is: 3. (2) Reactant: [CH2:1]([O:3][C:4]([CH:6]1[CH:11]([CH3:12])[O:10][CH2:9][CH2:8][N:7]1CC1C=CC=CC=1)=[O:5])[CH3:2]. Product: [CH2:1]([O:3][C:4]([CH:6]1[CH:11]([CH3:12])[O:10][CH2:9][CH2:8][NH:7]1)=[O:5])[CH3:2]. The catalyst class is: 19. (3) Reactant: [Cl:1][C:2]1[S:6][C:5]([C:7]2[N:11]([CH2:12][C:13]3[CH:18]=[CH:17][CH:16]=[CH:15][C:14]=3[F:19])[C:10](=[O:20])[N:9]([CH2:21][C:22]#[N:23])[N:8]=2)=[CH:4][CH:3]=1.Cl.[NH2:25][OH:26].C(N(CC)CC)C. Product: [Cl:1][C:2]1[S:6][C:5]([C:7]2[N:11]([CH2:12][C:13]3[CH:18]=[CH:17][CH:16]=[CH:15][C:14]=3[F:19])[C:10](=[O:20])[N:9]([CH2:21]/[C:22](=[N:25]/[OH:26])/[NH2:23])[N:8]=2)=[CH:4][CH:3]=1. The catalyst class is: 8. (4) Product: [Cl:1][CH2:2][C:3]([N:21]1[CH2:22][CH:23]=[C:18]([C:15]2[CH:14]=[CH:13][C:12]([C:7]3[N:6]=[CH:11][CH:10]=[CH:9][N:8]=3)=[CH:17][N:16]=2)[CH2:19][CH2:20]1)=[O:4]. The catalyst class is: 2. Reactant: [Cl:1][CH2:2][C:3](Cl)=[O:4].[N:6]1[CH:11]=[CH:10][CH:9]=[N:8][C:7]=1[C:12]1[CH:13]=[CH:14][C:15]([C:18]2[CH2:19][CH2:20][NH:21][CH2:22][CH:23]=2)=[N:16][CH:17]=1.C(N(CC)CC)C.C([O-])(O)=O.[Na+]. (5) Reactant: [N:1]1[C:10]2[C:5](=[CH:6][CH:7]=[CH:8][N:9]=2)[CH:4]=[CH:3][C:2]=1[O:11][C@H:12]1[C@@H:17]2[CH2:18][C@@H:14]([CH2:15][N:16]2C(OC(C)(C)C)=O)[CH2:13]1.Cl. Product: [C@H:17]12[CH2:18][C@H:14]([CH2:13][C@H:12]1[O:11][C:2]1[CH:3]=[CH:4][C:5]3[C:10](=[N:9][CH:8]=[CH:7][CH:6]=3)[N:1]=1)[CH2:15][NH:16]2. The catalyst class is: 817. (6) Reactant: [C@H:1]1([NH:10][C:11]2[C:12]3[CH:19]=[CH:18][N:17]([C@H:20]4[CH2:24][C@H:23]([OH:25])[C@H:22]([CH2:26][OH:27])[CH2:21]4)[C:13]=3[N:14]=[CH:15][N:16]=2)[C:9]2[C:4](=[CH:5][CH:6]=[CH:7][CH:8]=2)[CH2:3][CH2:2]1.C(C1C=C(C)C=C(C(C)(C)C)N=1)(C)(C)C.Cl[S:44]([NH:47][C:48](=[O:54])[O:49][C:50]([CH3:53])([CH3:52])[CH3:51])(=[O:46])=[O:45]. Product: [C:50]([O:49][C:48](=[O:54])[NH:47][S:44]([O:27][CH2:26][C@@H:22]1[CH2:21][C@@H:20]([N:17]2[C:13]3[N:14]=[CH:15][N:16]=[C:11]([NH:10][C@H:1]4[C:9]5[C:4](=[CH:5][CH:6]=[CH:7][CH:8]=5)[CH2:3][CH2:2]4)[C:12]=3[CH:19]=[CH:18]2)[CH2:24][C@@H:23]1[OH:25])(=[O:46])=[O:45])([CH3:53])([CH3:51])[CH3:52]. The catalyst class is: 751.